From a dataset of Merck oncology drug combination screen with 23,052 pairs across 39 cell lines. Regression. Given two drug SMILES strings and cell line genomic features, predict the synergy score measuring deviation from expected non-interaction effect. (1) Cell line: OCUBM. Drug 1: O=c1[nH]cc(F)c(=O)[nH]1. Drug 2: Cn1c(=O)n(-c2ccc(C(C)(C)C#N)cc2)c2c3cc(-c4cnc5ccccc5c4)ccc3ncc21. Synergy scores: synergy=16.4. (2) Drug 1: CCC1=CC2CN(C1)Cc1c([nH]c3ccccc13)C(C(=O)OC)(c1cc3c(cc1OC)N(C)C1C(O)(C(=O)OC)C(OC(C)=O)C4(CC)C=CCN5CCC31C54)C2. Drug 2: Cn1nnc2c(C(N)=O)ncn2c1=O. Cell line: VCAP. Synergy scores: synergy=-31.0. (3) Drug 1: COc1cccc2c1C(=O)c1c(O)c3c(c(O)c1C2=O)CC(O)(C(=O)CO)CC3OC1CC(N)C(O)C(C)O1. Drug 2: CC1(c2nc3c(C(N)=O)cccc3[nH]2)CCCN1. Cell line: HCT116. Synergy scores: synergy=5.97. (4) Drug 1: O=C(NOCC(O)CO)c1ccc(F)c(F)c1Nc1ccc(I)cc1F. Drug 2: CCC1(O)C(=O)OCc2c1cc1n(c2=O)Cc2cc3c(CN(C)C)c(O)ccc3nc2-1. Cell line: RKO. Synergy scores: synergy=24.6.